The task is: Predict the product of the given reaction.. This data is from Forward reaction prediction with 1.9M reactions from USPTO patents (1976-2016). (1) Given the reactants [CH3:1][C:2]1[CH:3]=[C:4]([O:15][C:16]2[C:25]3[C:20](=[CH:21][C:22]([OH:28])=[C:23]([O:26][CH3:27])[CH:24]=3)[N:19]=[CH:18][CH:17]=2)[C:5]([C:9]2[CH:14]=[CH:13][CH:12]=[CH:11][CH:10]=2)=[N:6][C:7]=1[CH3:8].C(=O)([O-])[O-].[K+].[K+].[CH2:35]([CH:37]1[O:39][CH2:38]1)Br.O, predict the reaction product. The product is: [CH3:1][C:2]1[CH:3]=[C:4]([O:15][C:16]2[C:25]3[C:20](=[CH:21][C:22]([O:28][CH2:35][CH:37]4[CH2:38][O:39]4)=[C:23]([O:26][CH3:27])[CH:24]=3)[N:19]=[CH:18][CH:17]=2)[C:5]([C:9]2[CH:10]=[CH:11][CH:12]=[CH:13][CH:14]=2)=[N:6][C:7]=1[CH3:8]. (2) Given the reactants [Cl:1][C:2]1[CH:3]=[C:4]([NH2:18])[C:5]([NH2:17])=[CH:6][C:7]=1[O:8][C:9]1[CH:14]=[CH:13][C:12]([Cl:15])=[CH:11][C:10]=1[Cl:16].[F:19][C:20]([F:31])([F:30])[C:21]([F:29])([F:28])[C:22]([F:27])([F:26])[C:23](O)=O, predict the reaction product. The product is: [Cl:1][C:2]1[C:7]([O:8][C:9]2[CH:14]=[CH:13][C:12]([Cl:15])=[CH:11][C:10]=2[Cl:16])=[CH:6][C:5]2[NH:17][C:23]([C:22]([F:26])([F:27])[C:21]([F:28])([F:29])[C:20]([F:31])([F:30])[F:19])=[N:18][C:4]=2[CH:3]=1. (3) Given the reactants [Cl:1][C:2]1[CH:3]=[CH:4][C:5]2[N:11]3[C:12]([C:15]([F:18])([F:17])[F:16])=[N:13][N:14]=[C:10]3[C@@H:9]([C:19]([O:21]C(C)C)=[O:20])[CH2:8][C@H:7]([C:25]3[CH:30]=[CH:29][CH:28]=[C:27]([O:31][CH3:32])[C:26]=3[O:33][CH3:34])[C:6]=2[CH:35]=1.[OH-].[K+].Cl, predict the reaction product. The product is: [Cl:1][C:2]1[CH:3]=[CH:4][C:5]2[N:11]3[C:12]([C:15]([F:18])([F:16])[F:17])=[N:13][N:14]=[C:10]3[C@@H:9]([C:19]([OH:21])=[O:20])[CH2:8][C@H:7]([C:25]3[CH:30]=[CH:29][CH:28]=[C:27]([O:31][CH3:32])[C:26]=3[O:33][CH3:34])[C:6]=2[CH:35]=1.